This data is from Peptide-MHC class I binding affinity with 185,985 pairs from IEDB/IMGT. The task is: Regression. Given a peptide amino acid sequence and an MHC pseudo amino acid sequence, predict their binding affinity value. This is MHC class I binding data. (1) The peptide sequence is RVRGAVTGM. The MHC is HLA-B51:01 with pseudo-sequence HLA-B51:01. The binding affinity (normalized) is 0.0847. (2) The peptide sequence is LYIKDIFTR. The MHC is HLA-A23:01 with pseudo-sequence HLA-A23:01. The binding affinity (normalized) is 0.294.